From a dataset of Forward reaction prediction with 1.9M reactions from USPTO patents (1976-2016). Predict the product of the given reaction. Given the reactants [O:1]1[C:6]2[CH:7]=[CH:8][CH:9]=[CH:10][C:5]=2[O:4][CH2:3][C@@H:2]1[C:11]([N:13]1[CH2:18][CH2:17][CH2:16][C@H:15]([C:19]2[CH:24]=[CH:23][C:22]([C:25]([F:28])([F:27])[F:26])=[CH:21][CH:20]=2)[CH2:14]1)=O, predict the reaction product. The product is: [O:1]1[C:6]2[CH:7]=[CH:8][CH:9]=[CH:10][C:5]=2[O:4][CH2:3][C@@H:2]1[CH2:11][N:13]1[CH2:18][CH2:17][CH2:16][C@H:15]([C:19]2[CH:20]=[CH:21][C:22]([C:25]([F:27])([F:26])[F:28])=[CH:23][CH:24]=2)[CH2:14]1.